Dataset: Catalyst prediction with 721,799 reactions and 888 catalyst types from USPTO. Task: Predict which catalyst facilitates the given reaction. (1) Reactant: COC1C=C(OC)C=CC=1C[NH:6][C:7]1[CH:8]=[CH:9][C:10]2[N:11]([C:13]([CH2:20][N:21]3[CH2:25][CH:24]([CH2:26][CH2:27][CH3:28])[CH2:23][C:22]3=[O:29])=[C:14]([C:16]([F:19])([F:18])[F:17])[N:15]=2)[N:12]=1. Product: [NH2:6][C:7]1[CH:8]=[CH:9][C:10]2[N:11]([C:13]([CH2:20][N:21]3[CH2:25][CH:24]([CH2:26][CH2:27][CH3:28])[CH2:23][C:22]3=[O:29])=[C:14]([C:16]([F:18])([F:17])[F:19])[N:15]=2)[N:12]=1. The catalyst class is: 55. (2) Reactant: C(OC([N:8]1[CH2:13][CH2:12][CH:11]([CH2:14][CH2:15][CH2:16][N:17]2[CH2:27][C:26]3[N:28]4[C:19](=[CH:20][N:21]=[C:22]4[CH:23]=[CH:24][CH:25]=3)[C:18]2=[O:29])[CH2:10][CH2:9]1)=O)(C)(C)C.[ClH:30]. Product: [ClH:30].[ClH:30].[NH:8]1[CH2:13][CH2:12][CH:11]([CH2:14][CH2:15][CH2:16][N:17]2[CH2:27][C:26]3[N:28]4[C:19](=[CH:20][N:21]=[C:22]4[CH:23]=[CH:24][CH:25]=3)[C:18]2=[O:29])[CH2:10][CH2:9]1. The catalyst class is: 8.